This data is from Catalyst prediction with 721,799 reactions and 888 catalyst types from USPTO. The task is: Predict which catalyst facilitates the given reaction. (1) Reactant: F[C:2]1[CH:3]=[N:4][CH:5]=[CH:6][C:7]=1[C:8]1[O:9][C:10]2[CH:16]=[CH:15][C:14]([C:17]([F:20])([F:19])[F:18])=[CH:13][C:11]=2[N:12]=1.C(=O)([O-])[O-].[K+].[K+].[CH2:27]([OH:30])[CH:28]=[CH2:29]. Product: [CH2:27]([O:30][C:2]1[CH:3]=[N:4][CH:5]=[CH:6][C:7]=1[C:8]1[O:9][C:10]2[CH:16]=[CH:15][C:14]([C:17]([F:20])([F:19])[F:18])=[CH:13][C:11]=2[N:12]=1)[CH:28]=[CH2:29]. The catalyst class is: 6. (2) Reactant: [CH3:1][C:2]1[CH:9]=[C:8]([F:10])[CH:7]=[CH:6][C:3]=1[C:4]#[N:5].[Br:11]N1C(=O)CCC1=O.C(OOC(=O)C1C=CC=CC=1)(=O)C1C=CC=CC=1. Product: [Br:11][CH2:1][C:2]1[CH:9]=[C:8]([F:10])[CH:7]=[CH:6][C:3]=1[C:4]#[N:5]. The catalyst class is: 53. (3) Reactant: Cl.[CH:2]([NH:5][C@H:6]1[CH2:11][CH2:10][C@H:9]([C:12]([O:14][CH3:15])=[O:13])[CH2:8][CH2:7]1)([CH3:4])[CH3:3].C(N(CC)CC)C.ClCCl.Cl[S:27]([C:30]1[CH:31]=[C:32]([CH:42]=[CH:43][CH:44]=1)[C:33]([O:35][CH2:36][CH2:37][Si:38]([CH3:41])([CH3:40])[CH3:39])=[O:34])(=[O:29])=[O:28]. Product: [CH:2]([N:5]([C@H:6]1[CH2:11][CH2:10][C@H:9]([C:12]([O:14][CH3:15])=[O:13])[CH2:8][CH2:7]1)[S:27]([C:30]1[CH:31]=[C:32]([CH:42]=[CH:43][CH:44]=1)[C:33]([O:35][CH2:36][CH2:37][Si:38]([CH3:39])([CH3:40])[CH3:41])=[O:34])(=[O:28])=[O:29])([CH3:4])[CH3:3]. The catalyst class is: 17.